Dataset: Full USPTO retrosynthesis dataset with 1.9M reactions from patents (1976-2016). Task: Predict the reactants needed to synthesize the given product. (1) Given the product [F:1][C:2]1[CH:3]=[CH:4][C:5]2[N:9]=[C:8]([C@@H:10]([NH:12][C:21]3[N:29]=[CH:28][N:27]=[C:26]4[C:22]=3[N:23]=[CH:24][NH:25]4)[CH3:11])[N:7]([CH:13]3[CH2:16][CH:15]([O:17][CH3:18])[CH2:14]3)[C:6]=2[CH:19]=1, predict the reactants needed to synthesize it. The reactants are: [F:1][C:2]1[CH:3]=[CH:4][C:5]2[N:9]=[C:8]([C@@H:10]([NH2:12])[CH3:11])[N:7]([C@H:13]3[CH2:16][C@H:15]([O:17][CH3:18])[CH2:14]3)[C:6]=2[CH:19]=1.Cl[C:21]1[N:29]=[CH:28][N:27]=[C:26]2[C:22]=1[N:23]=[CH:24][N:25]2C1CCCCO1.CCN(C(C)C)C(C)C. (2) Given the product [C:22]([N:26]1[C:30]2=[N:31][CH:32]=[CH:33][CH:34]=[C:29]2[CH:28]([CH2:8][C:5]2[C:4]([CH2:10][O:11][Si:12]([CH:19]([CH3:21])[CH3:20])([CH:16]([CH3:18])[CH3:17])[CH:13]([CH3:15])[CH3:14])=[CH:3][C:2]([Cl:1])=[CH:7][N:6]=2)[C:27]1=[O:35])([CH3:25])([CH3:23])[CH3:24], predict the reactants needed to synthesize it. The reactants are: [Cl:1][C:2]1[CH:3]=[C:4]([CH2:10][O:11][Si:12]([CH:19]([CH3:21])[CH3:20])([CH:16]([CH3:18])[CH3:17])[CH:13]([CH3:15])[CH3:14])[C:5]([CH2:8]Cl)=[N:6][CH:7]=1.[C:22]([N:26]1[C:30]2=[N:31][CH:32]=[CH:33][CH:34]=[C:29]2[CH2:28][C:27]1=[O:35])([CH3:25])([CH3:24])[CH3:23].[Li].